Dataset: Catalyst prediction with 721,799 reactions and 888 catalyst types from USPTO. Task: Predict which catalyst facilitates the given reaction. (1) Reactant: [N:1]1[CH:6]=[CH:5][CH:4]=[CH:3][C:2]=1[C:7]1[N:11]=[C:10]([C:12]2[CH:17]=[C:16](Br)[CH:15]=[CH:14][C:13]=2[O:19][CH3:20])[O:9][N:8]=1. Product: [N:1]1[CH:6]=[CH:5][CH:4]=[CH:3][C:2]=1[C:7]1[N:11]=[C:10]([C:12]2[CH:17]=[C:16]([C:2]3[CH:3]=[CH:4][CH:5]=[CH:6][N:1]=3)[CH:15]=[CH:14][C:13]=2[O:19][CH3:20])[O:9][N:8]=1. The catalyst class is: 602. (2) Reactant: [F:1][C:2]1[CH:7]=[C:6]([C:8]([OH:10])=O)[CH:5]=[CH:4][C:3]=1[C:11]1[CH:16]=[CH:15][C:14]([O:17][CH2:18][CH:19]2[CH2:24][CH2:23][N:22]([CH2:25][C:26]3([C:30]([F:33])([F:32])[F:31])[CH2:29][CH2:28][CH2:27]3)[CH2:21][CH2:20]2)=[CH:13][C:12]=1[F:34].[NH:35]1[CH2:39][CH2:38][CH2:37][C@@H:36]1[CH2:40][OH:41].C1C=CC2N(O)N=NC=2C=1.C(Cl)CCl.CCN(C(C)C)C(C)C. Product: [F:1][C:2]1[CH:7]=[C:6]([C:8]([N:35]2[CH2:39][CH2:38][CH2:37][C@@H:36]2[CH2:40][OH:41])=[O:10])[CH:5]=[CH:4][C:3]=1[C:11]1[CH:16]=[CH:15][C:14]([O:17][CH2:18][CH:19]2[CH2:20][CH2:21][N:22]([CH2:25][C:26]3([C:30]([F:33])([F:31])[F:32])[CH2:29][CH2:28][CH2:27]3)[CH2:23][CH2:24]2)=[CH:13][C:12]=1[F:34]. The catalyst class is: 34. (3) Reactant: F[C:2]1[CH:3]=[C:4]([CH:7]=[C:8](F)[CH:9]=1)[CH2:5]Br.[CH2:11]([Mg]Cl)[CH:12]=[CH2:13]. Product: [C:4]1([C:5]#[C:11][C:12]2[CH:13]=[CH:8][CH:9]=[CH:2][CH:3]=2)[CH:7]=[CH:8][CH:9]=[CH:2][CH:3]=1. The catalyst class is: 7. (4) Reactant: [Br:1][C:2]1[C:3]([OH:9])=[N:4][C:5]([CH3:8])=[CH:6][CH:7]=1.[H-].[Na+].[Br-].[Li+].I[CH3:15]. The catalyst class is: 76. Product: [Br:1][C:2]1[C:3](=[O:9])[N:4]([CH3:15])[C:5]([CH3:8])=[CH:6][CH:7]=1. (5) Product: [ClH:38].[CH3:1][C:2]1[CH:6]=[CH:5][S:4][C:3]=1[CH2:7][N:8]1[C:13]2[CH:14]=[C:15]([C:17]3[CH:18]=[CH:19][CH:20]=[CH:21][CH:22]=3)[S:16][C:12]=2[C:11](=[O:23])[N:10]([CH:24]2[CH2:25][CH2:26][NH:27][CH2:28][CH2:29]2)[C:9]1=[O:37]. The catalyst class is: 12. Reactant: [CH3:1][C:2]1[CH:6]=[CH:5][S:4][C:3]=1[CH2:7][N:8]1[C:13]2[CH:14]=[C:15]([C:17]3[CH:22]=[CH:21][CH:20]=[CH:19][CH:18]=3)[S:16][C:12]=2[C:11](=[O:23])[N:10]([CH:24]2[CH2:29][CH2:28][N:27](C(OC(C)(C)C)=O)[CH2:26][CH2:25]2)[C:9]1=[O:37].[ClH:38]. (6) Reactant: [CH:1](NN=NC1C=CC(C)=CC=1)([CH3:3])[CH3:2].[OH:14][C@@H:15]1[CH2:19][C:18](=[O:20])[C@H:17]([S:21][CH2:22][CH2:23][CH2:24][S:25][CH2:26][C:27]([OH:29])=[O:28])[C@H:16]1/[CH:30]=[CH:31]/[C@@H:32]([OH:38])[CH2:33][CH2:34][CH2:35][CH2:36][CH3:37]. Product: [CH:1]([O:28][C:27](=[O:29])[CH2:26][S:25][CH2:24][CH2:23][CH2:22][S:21][C@H:17]1[C:18](=[O:20])[CH2:19][C@@H:15]([OH:14])[C@@H:16]1/[CH:30]=[CH:31]/[C@@H:32]([OH:38])[CH2:33][CH2:34][CH2:35][CH2:36][CH3:37])([CH3:3])[CH3:2]. The catalyst class is: 21. (7) Reactant: [N:1]1[CH:6]=[CH:5][N:4]=[CH:3][C:2]=1[NH:7][C:8]1[CH:9]=[N:10][C:11]([C:14]([F:17])([F:16])[F:15])=[CH:12][CH:13]=1.[Br:18]N1C(=O)CCC1=O. Product: [Br:18][C:5]1[N:4]=[CH:3][C:2]([NH:7][C:8]2[CH:9]=[N:10][C:11]([C:14]([F:17])([F:15])[F:16])=[CH:12][CH:13]=2)=[N:1][CH:6]=1. The catalyst class is: 5. (8) Reactant: [OH:1][CH2:2][C:3]1[CH:4]=[C:5](B(O)O)[CH:6]=[CH:7][CH:8]=1.[NH2:12][C:13]1[C:22](Br)=[N:21][C:20]([Br:24])=[CH:19][C:14]=1[C:15]([O:17][CH3:18])=[O:16].C(=O)([O-])[O-].[Na+].[Na+]. Product: [NH2:12][C:13]1[C:22]([C:5]2[CH:6]=[CH:7][CH:8]=[C:3]([CH2:2][OH:1])[CH:4]=2)=[N:21][C:20]([Br:24])=[CH:19][C:14]=1[C:15]([O:17][CH3:18])=[O:16]. The catalyst class is: 73. (9) Reactant: [ClH:1].[NH2:2][C@H:3]([C:9]([OH:11])=[O:10])[CH2:4][CH2:5][CH2:6][CH2:7][NH2:8].[CH3:12][Si]([Cl:16])(C)C. Product: [ClH:16].[ClH:1].[CH3:12][O:10][C:9](=[O:11])[C@H:3]([CH2:4][CH2:5][CH2:6][CH2:7][NH2:8])[NH2:2].[CH3:9][OH:10]. The catalyst class is: 5.